From a dataset of Forward reaction prediction with 1.9M reactions from USPTO patents (1976-2016). Predict the product of the given reaction. (1) Given the reactants COC(C1C=C(NS(C2C=CC(C)=CC=2)(=O)=O)C2C(=C(OCC3C=CC=CC=3)C=CC=2)N=1)=O.[CH3:34][O:35][C:36]([C:38]1[CH:47]=[C:46]([O:48]CC2C=CC=CC=2)[C:45]2[C:40](=[C:41]([N:56]3[CH2:61][CH2:60][N:59](CC4C=CC=CC=4)[CH2:58][CH2:57]3)[CH:42]=[CH:43][CH:44]=2)[N:39]=1)=[O:37], predict the reaction product. The product is: [CH3:34][O:35][C:36]([C:38]1[CH:47]=[C:46]([OH:48])[C:45]2[C:40](=[C:41]([N:56]3[CH2:61][CH2:60][NH:59][CH2:58][CH2:57]3)[CH:42]=[CH:43][CH:44]=2)[N:39]=1)=[O:37]. (2) Given the reactants I[C:2]1[CH:11]=[CH:10][C:5]([C:6]([O:8][CH3:9])=[O:7])=[CH:4][CH:3]=1.[Cl-].[Li+].C([Mg]Cl)(C)C.[CH3:19][C:20]([CH3:25])([CH3:24])[CH2:21][CH:22]=[O:23].O, predict the reaction product. The product is: [OH:23][CH:22]([C:2]1[CH:11]=[CH:10][C:5]([C:6]([O:8][CH3:9])=[O:7])=[CH:4][CH:3]=1)[CH2:21][C:20]([CH3:25])([CH3:24])[CH3:19]. (3) Given the reactants Br[C:2]1[C:3]([NH2:9])=[N:4][C:5](=[O:8])[NH:6][CH:7]=1.[F:10][CH:11]1[CH2:16][CH2:15][CH2:14][NH:13][CH2:12]1.C(N(C(C)C)CC)(C)C, predict the reaction product. The product is: [NH2:9][C:3]1[NH:4][C:5](=[O:8])[N:6]=[CH:7][C:2]=1[N:13]1[CH2:14][CH2:15][CH2:16][CH:11]([F:10])[CH2:12]1. (4) Given the reactants [Br:1][CH2:2][C:3]1[CH:8]=[CH:7][C:6]([CH2:9][OH:10])=[CH:5][CH:4]=1, predict the reaction product. The product is: [Br:1][CH2:2][C:3]1[CH:8]=[CH:7][C:6]([CH:9]=[O:10])=[CH:5][CH:4]=1.